From a dataset of Forward reaction prediction with 1.9M reactions from USPTO patents (1976-2016). Predict the product of the given reaction. (1) The product is: [CH2:1]([C:3]1[N:7]([C:8]2[C:16]3[O:15][CH2:14][C@@H:13]([N:17]([C:32](=[O:37])[C:33]([F:35])([F:36])[F:34])[C:18]4[CH:31]=[CH:30][C:21]5[C@H:22]([CH2:25][C:26]([O:28][CH3:29])=[O:27])[CH2:23][O:24][C:20]=5[CH:19]=4)[C:12]=3[CH:11]=[CH:10][CH:9]=2)[C:6]2[CH:38]=[CH:39][CH:40]=[C:41]([O:42][CH2:53][CH2:54][CH2:55][S:56]([CH3:59])(=[O:58])=[O:57])[C:5]=2[N:4]=1)[CH3:2]. Given the reactants [CH2:1]([C:3]1[N:7]([C:8]2[C:16]3[O:15][CH2:14][C@@H:13]([N:17]([C:32](=[O:37])[C:33]([F:36])([F:35])[F:34])[C:18]4[CH:31]=[CH:30][C:21]5[C@H:22]([CH2:25][C:26]([O:28][CH3:29])=[O:27])[CH2:23][O:24][C:20]=5[CH:19]=4)[C:12]=3[CH:11]=[CH:10][CH:9]=2)[C:6]2[CH:38]=[CH:39][CH:40]=[C:41]([OH:42])[C:5]=2[N:4]=1)[CH3:2].C1(C)C=CC(S(O[CH2:53][CH2:54][CH2:55][S:56]([CH3:59])(=[O:58])=[O:57])(=O)=O)=CC=1.C(=O)([O-])[O-].[K+].[K+], predict the reaction product. (2) Given the reactants [H-].[Na+].[F:3][C:4]1[CH:20]=[CH:19][C:7]([C:8]([NH:10][CH2:11][CH2:12][C:13]2[O:14][C:15]([CH3:18])=[CH:16][CH:17]=2)=[O:9])=[CH:6][CH:5]=1.I[CH3:22], predict the reaction product. The product is: [F:3][C:4]1[CH:5]=[CH:6][C:7]([C:8]([N:10]([CH3:22])[CH2:11][CH2:12][C:13]2[O:14][C:15]([CH3:18])=[CH:16][CH:17]=2)=[O:9])=[CH:19][CH:20]=1. (3) Given the reactants [F:1][C:2]1[CH:3]=[C:4]([CH:20]=[C:21]([F:23])[CH:22]=1)[O:5][C:6]1[C:11]2[CH2:12][C:13]([CH3:16])([CH3:15])[O:14][C:10]=2[CH:9]=[C:8]([C:17]([OH:19])=O)[CH:7]=1.CCN=C=NCCCN(C)C.C1C=CC2N(O)N=NC=2C=1.CN1CCOCC1.[CH3:52][N:53]1[CH:57]=[CH:56][C:55]([NH2:58])=[N:54]1, predict the reaction product. The product is: [CH3:52][N:53]1[CH:57]=[CH:56][C:55]([NH:58][C:17]([C:8]2[CH:7]=[C:6]([O:5][C:4]3[CH:20]=[C:21]([F:23])[CH:22]=[C:2]([F:1])[CH:3]=3)[C:11]3[CH2:12][C:13]([CH3:15])([CH3:16])[O:14][C:10]=3[CH:9]=2)=[O:19])=[N:54]1. (4) The product is: [C:16]1([C:22]2[N:26]=[C:25]([N:27]3[CH2:32][CH2:31][N:30]([C:8]([NH:7][C:2]4[CH:3]=[CH:4][CH:5]=[CH:6][N:1]=4)=[O:15])[CH2:29][CH2:28]3)[S:24][N:23]=2)[CH:17]=[CH:18][CH:19]=[CH:20][CH:21]=1. Given the reactants [N:1]1[CH:6]=[CH:5][CH:4]=[CH:3][C:2]=1[NH:7][C:8](=[O:15])OCC(Cl)(Cl)Cl.[C:16]1([C:22]2[N:26]=[C:25]([N:27]3[CH2:32][CH2:31][NH:30][CH2:29][CH2:28]3)[S:24][N:23]=2)[CH:21]=[CH:20][CH:19]=[CH:18][CH:17]=1.C(N(C(C)C)CC)(C)C.O, predict the reaction product. (5) Given the reactants Cl.C([O:10][CH2:11][CH2:12][O:13][CH2:14][CH2:15][N:16]1[C:24]2[C:23]([NH:25][C:26]3[CH:41]=[CH:40][C:29]([O:30][C:31]4[CH:32]=[C:33]([CH:37]=[CH:38][CH:39]=4)[C:34]([OH:36])=O)=[C:28]([Cl:42])[CH:27]=3)=[N:22][CH:21]=[N:20][C:19]=2[CH:18]=[CH:17]1)(=O)C1C=CC=CC=1.C([N:45](CC)CC)C.C(N1C=CN=C1)(N1C=CN=C1)=O.N.CO, predict the reaction product. The product is: [Cl:42][C:28]1[CH:27]=[C:26]([NH:25][C:23]2[C:24]3[N:16]([CH2:15][CH2:14][O:13][CH2:12][CH2:11][OH:10])[CH:17]=[CH:18][C:19]=3[N:20]=[CH:21][N:22]=2)[CH:41]=[CH:40][C:29]=1[O:30][C:31]1[CH:32]=[C:33]([CH:37]=[CH:38][CH:39]=1)[C:34]([NH2:45])=[O:36].